Dataset: Forward reaction prediction with 1.9M reactions from USPTO patents (1976-2016). Task: Predict the product of the given reaction. (1) The product is: [F:11][C:12]1[CH:18]=[CH:17][C:15]([NH:16][C:7]([C:6]2[CH:9]=[CH:10][C:3]([S:2][CH3:1])=[CH:4][CH:5]=2)=[NH:8])=[CH:14][CH:13]=1. Given the reactants [CH3:1][S:2][C:3]1[CH:10]=[CH:9][C:6]([C:7]#[N:8])=[CH:5][CH:4]=1.[F:11][C:12]1[CH:18]=[CH:17][C:15]([NH2:16])=[CH:14][CH:13]=1, predict the reaction product. (2) Given the reactants [F:1][C:2]1[CH:7]=[CH:6][C:5]([C:8]2[CH:13]=[CH:12][C:11]([C:14]([NH:16][CH2:17][CH2:18][O:19][C:20]3[CH:25]=[CH:24][C:23]([CH2:26][CH:27]([O:33][C:34]4[CH:39]=[CH:38][CH:37]=[CH:36][CH:35]=4)[C:28]([O:30]CC)=[O:29])=[CH:22][CH:21]=3)=[O:15])=[CH:10][CH:9]=2)=[CH:4][CH:3]=1.[OH-].[Na+], predict the reaction product. The product is: [F:1][C:2]1[CH:7]=[CH:6][C:5]([C:8]2[CH:13]=[CH:12][C:11]([C:14]([NH:16][CH2:17][CH2:18][O:19][C:20]3[CH:25]=[CH:24][C:23]([CH2:26][CH:27]([O:33][C:34]4[CH:35]=[CH:36][CH:37]=[CH:38][CH:39]=4)[C:28]([OH:30])=[O:29])=[CH:22][CH:21]=3)=[O:15])=[CH:10][CH:9]=2)=[CH:4][CH:3]=1. (3) Given the reactants Br[C:2]1[C:3](=[O:20])[N:4]([C:9]2[CH:10]=[C:11]([CH:16]=[CH:17][C:18]=2[CH3:19])[C:12]([O:14]C)=O)[CH:5]=[C:6](Br)[N:7]=1.[CH3:21][N:22]1[CH2:27][CH2:26][N:25]([CH2:28][C:29]2[CH:34]=[CH:33][CH:32]=[CH:31][C:30]=2[CH2:35][NH2:36])[CH2:24][CH2:23]1.Cl.[CH3:38][O:39][NH2:40].C1([Mg]Br)CCCC1.C([O-])=O.[NH4+], predict the reaction product. The product is: [CH3:38][O:39][NH:40][C:12](=[O:14])[C:11]1[CH:16]=[CH:17][C:18]([CH3:19])=[C:9]([N:4]2[CH:5]=[CH:6][N:7]=[C:2]([NH:36][CH2:35][C:30]3[CH:31]=[CH:32][CH:33]=[CH:34][C:29]=3[CH2:28][N:25]3[CH2:26][CH2:27][N:22]([CH3:21])[CH2:23][CH2:24]3)[C:3]2=[O:20])[CH:10]=1. (4) The product is: [CH:1]([O:4][C:5]([N:7]1[CH2:12][CH2:11][CH:10]([O:13][C:14]2[C:19]([O:20][CH3:21])=[C:18]([NH:30][C:29]3[C:24]([CH3:23])=[N:25][C:26]([CH3:31])=[CH:27][CH:28]=3)[N:17]=[CH:16][N:15]=2)[CH2:9][CH2:8]1)=[O:6])([CH3:3])[CH3:2]. Given the reactants [CH:1]([O:4][C:5]([N:7]1[CH2:12][CH2:11][CH:10]([O:13][C:14]2[C:19]([O:20][CH3:21])=[C:18](Cl)[N:17]=[CH:16][N:15]=2)[CH2:9][CH2:8]1)=[O:6])([CH3:3])[CH3:2].[CH3:23][C:24]1[C:29]([NH2:30])=[CH:28][CH:27]=[C:26]([CH3:31])[N:25]=1.CC([O-])(C)C.[Na+], predict the reaction product. (5) Given the reactants C([O-])([O-])=O.[K+].[K+].[CH:7]([C:10]1[CH:11]=[CH:12][C:13]([S:16]([NH:19][C:20]2[C:25]([C:26]3[CH:31]=[CH:30][C:29]([CH3:32])=[CH:28][CH:27]=3)=[C:24]([O:33][CH2:34][C:35]#[C:36][CH2:37][OH:38])[N:23]=[C:22]([C:39]3[CH:44]=[CH:43][N:42]=[CH:41][CH:40]=3)[N:21]=2)(=[O:18])=[O:17])=[N:14][CH:15]=1)([CH3:9])[CH3:8].[CH3:45][O:46][C:47]1[CH:52]=[C:51]([O:53][CH3:54])[N:50]=[C:49](S(C)(=O)=O)[N:48]=1, predict the reaction product. The product is: [CH:7]([C:10]1[CH:11]=[CH:12][C:13]([S:16]([NH:19][C:20]2[C:25]([C:26]3[CH:27]=[CH:28][C:29]([CH3:32])=[CH:30][CH:31]=3)=[C:24]([O:33][CH2:34][C:35]#[C:36][CH2:37][O:38][C:49]3[N:50]=[C:51]([O:53][CH3:54])[CH:52]=[C:47]([O:46][CH3:45])[N:48]=3)[N:23]=[C:22]([C:39]3[CH:40]=[CH:41][N:42]=[CH:43][CH:44]=3)[N:21]=2)(=[O:18])=[O:17])=[N:14][CH:15]=1)([CH3:9])[CH3:8]. (6) Given the reactants [OH:1][C@@H:2]1[CH2:7][CH2:6][CH2:5][CH2:4][C@H:3]1[N:8]1[CH2:12][CH2:11][C@@H:10]([NH:13][C:14](=[O:20])[O:15][C:16]([CH3:19])([CH3:18])[CH3:17])[CH2:9]1.[H-].[Na+].[CH2:23](Br)[C:24]1[CH:29]=[CH:28][CH:27]=[CH:26][CH:25]=1.O, predict the reaction product. The product is: [CH2:23]([O:1][C@@H:2]1[CH2:7][CH2:6][CH2:5][CH2:4][C@H:3]1[N:8]1[CH2:12][CH2:11][C@@H:10]([NH:13][C:14](=[O:20])[O:15][C:16]([CH3:17])([CH3:19])[CH3:18])[CH2:9]1)[C:24]1[CH:29]=[CH:28][CH:27]=[CH:26][CH:25]=1. (7) The product is: [O:1]1[C:6]2[CH:7]=[CH:8][C:9]([S:11][C:12]3[CH:17]=[CH:16][C:15]([C:18]4[CH:19]=[CH:20][N:21]=[C:22]([N:40]5[CH2:41][CH2:42][N:37]([CH2:34][CH2:35][CH3:36])[CH2:38][CH2:39]5)[CH:23]=4)=[CH:14][C:13]=3[C:24]([F:25])([F:26])[F:27])=[CH:10][C:5]=2[O:4][CH2:3][CH2:2]1. Given the reactants [O:1]1[C:6]2[CH:7]=[CH:8][C:9]([S:11][C:12]3[CH:17]=[CH:16][C:15]([C:18]4[CH:23]=[CH:22][N:21]=[CH:20][CH:19]=4)=[CH:14][C:13]=3[C:24]([F:27])([F:26])[F:25])=[CH:10][C:5]=2[O:4][CH2:3][CH2:2]1.OC1CCNC1.[CH2:34]([N:37]1[CH2:42][CH2:41][NH:40][CH2:39][CH2:38]1)[CH2:35][CH3:36], predict the reaction product.